From a dataset of NCI-60 drug combinations with 297,098 pairs across 59 cell lines. Regression. Given two drug SMILES strings and cell line genomic features, predict the synergy score measuring deviation from expected non-interaction effect. (1) Drug 1: CC1=CC=C(C=C1)C2=CC(=NN2C3=CC=C(C=C3)S(=O)(=O)N)C(F)(F)F. Drug 2: CC1C(C(CC(O1)OC2CC(OC(C2O)C)OC3=CC4=CC5=C(C(=O)C(C(C5)C(C(=O)C(C(C)O)O)OC)OC6CC(C(C(O6)C)O)OC7CC(C(C(O7)C)O)OC8CC(C(C(O8)C)O)(C)O)C(=C4C(=C3C)O)O)O)O. Cell line: U251. Synergy scores: CSS=63.6, Synergy_ZIP=9.11, Synergy_Bliss=11.2, Synergy_Loewe=2.83, Synergy_HSA=7.10. (2) Drug 1: CC1=C2C(C(=O)C3(C(CC4C(C3C(C(C2(C)C)(CC1OC(=O)C(C(C5=CC=CC=C5)NC(=O)OC(C)(C)C)O)O)OC(=O)C6=CC=CC=C6)(CO4)OC(=O)C)O)C)O. Drug 2: CNC(=O)C1=NC=CC(=C1)OC2=CC=C(C=C2)NC(=O)NC3=CC(=C(C=C3)Cl)C(F)(F)F. Cell line: SK-MEL-5. Synergy scores: CSS=38.1, Synergy_ZIP=17.5, Synergy_Bliss=18.3, Synergy_Loewe=21.8, Synergy_HSA=19.0. (3) Drug 1: CNC(=O)C1=CC=CC=C1SC2=CC3=C(C=C2)C(=NN3)C=CC4=CC=CC=N4. Drug 2: C1=CC(=C2C(=C1NCCNCCO)C(=O)C3=C(C=CC(=C3C2=O)O)O)NCCNCCO. Cell line: U251. Synergy scores: CSS=52.4, Synergy_ZIP=2.77, Synergy_Bliss=1.11, Synergy_Loewe=3.30, Synergy_HSA=4.63.